This data is from Reaction yield outcomes from USPTO patents with 853,638 reactions. The task is: Predict the reaction yield, written as a fraction of the theoretical maximum amount of product (1.0 means a 100% yield; for example, 0.34 means a 34% yield). (1) The reactants are [Cl:1][C:2]1[CH:17]=[CH:16][C:5]([CH2:6][NH:7][CH2:8][C:9]2[CH:14]=[CH:13][C:12]([Cl:15])=[CH:11][CH:10]=2)=[CH:4][CH:3]=1.[CH2:18]([O:20][C@H:21]([C:34]([O:36][CH2:37][CH3:38])=[O:35])[CH2:22][C:23]1[CH:33]=[CH:32][C:26]([O:27][CH2:28][C:29](O)=[O:30])=[CH:25][CH:24]=1)[CH3:19].C(N(CC)C(C)C)(C)C.F[B-](F)(F)F.N1(OC(N(C)C)=[N+](C)C)C2C=CC=CC=2N=N1. The catalyst is C(Cl)Cl. The product is [Cl:1][C:2]1[CH:3]=[CH:4][C:5]([CH2:6][N:7]([CH2:8][C:9]2[CH:14]=[CH:13][C:12]([Cl:15])=[CH:11][CH:10]=2)[C:29](=[O:30])[CH2:28][O:27][C:26]2[CH:25]=[CH:24][C:23]([CH2:22][C@H:21]([O:20][CH2:18][CH3:19])[C:34]([O:36][CH2:37][CH3:38])=[O:35])=[CH:33][CH:32]=2)=[CH:16][CH:17]=1. The yield is 0.620. (2) The product is [NH2:1][C:2]1[C:7]2[C:8]([C:11]3[CH:16]=[CH:15][C:14]([NH:17][C:18](=[O:24])[O:19][C:20]([CH3:23])([CH3:22])[CH3:21])=[CH:13][CH:12]=3)=[CH:9][S:10][C:6]=2[C:5]([C:29]2[CH:30]=[CH:31][N:26]=[CH:27][CH:28]=2)=[CH:4][N:3]=1. The reactants are [NH2:1][C:2]1[C:7]2[C:8]([C:11]3[CH:16]=[CH:15][C:14]([NH:17][C:18](=[O:24])[O:19][C:20]([CH3:23])([CH3:22])[CH3:21])=[CH:13][CH:12]=3)=[CH:9][S:10][C:6]=2[C:5](I)=[CH:4][N:3]=1.[N:26]1[CH:31]=[CH:30][C:29](B(O)O)=[CH:28][CH:27]=1.C([O-])([O-])=O.[Na+].[Na+]. The yield is 0.460. The catalyst is C1COCC1.CO.O.C1C=CC(P(C2C=CC=CC=2)[C-]2C=CC=C2)=CC=1.C1C=CC(P(C2C=CC=CC=2)[C-]2C=CC=C2)=CC=1.Cl[Pd]Cl.[Fe+2]. (3) The reactants are [ClH:1].Cl.FC1C=CC(C2C=NC(N3CCNCC3)=NC=2)=CC=1.C(OC([N:29]1[CH2:34][CH2:33][N:32]([C:35]2[CH:40]=[CH:39][C:38]([C:41]3[CH:46]=[CH:45][C:44]([F:47])=[CH:43][CH:42]=3)=[CH:37][N:36]=2)[CH2:31][CH2:30]1)=O)(C)(C)C. No catalyst specified. The product is [ClH:1].[ClH:1].[F:47][C:44]1[CH:43]=[CH:42][C:41]([C:38]2[CH:39]=[CH:40][C:35]([N:32]3[CH2:31][CH2:30][NH:29][CH2:34][CH2:33]3)=[N:36][CH:37]=2)=[CH:46][CH:45]=1. The yield is 0.890.